This data is from Forward reaction prediction with 1.9M reactions from USPTO patents (1976-2016). The task is: Predict the product of the given reaction. Given the reactants [NH:1]1[C:5]2[CH:6]=[CH:7][C:8]([C:10]([OH:12])=O)=[CH:9][C:4]=2[N:3]=[CH:2]1.[NH:13]1[CH2:18][CH2:17][CH2:16][C@@H:15]2[C:19]3[CH:20]=[CH:21][C:22]([NH2:26])=[CH:23][C:24]=3[CH2:25][C@H:14]12, predict the reaction product. The product is: [NH2:26][C:22]1[CH:21]=[CH:20][C:19]2[C@@H:15]3[C@@H:14]([N:13]([C:10]([C:8]4[CH:7]=[CH:6][C:5]5[NH:1][CH:2]=[N:3][C:4]=5[CH:9]=4)=[O:12])[CH2:18][CH2:17][CH2:16]3)[CH2:25][C:24]=2[CH:23]=1.